Dataset: Reaction yield outcomes from USPTO patents with 853,638 reactions. Task: Predict the reaction yield, written as a fraction of the theoretical maximum amount of product (1.0 means a 100% yield; for example, 0.34 means a 34% yield). The reactants are Br[C:2]1[C:3]([O:12][CH2:13][CH:14]([F:16])[F:15])=[N:4][CH:5]=[C:6]([CH:11]=1)[C:7]([O:9][CH3:10])=[O:8].[CH:17]1(B(O)O)[CH2:19][CH2:18]1.C1(P(C2CCCCC2)C2CCCCC2)CCCCC1.P([O-])([O-])([O-])=O.[K+].[K+].[K+]. The catalyst is C1(C)C=CC=CC=1.O.C([O-])(=O)C.[Pd+2].C([O-])(=O)C. The product is [CH:17]1([C:2]2[C:3]([O:12][CH2:13][CH:14]([F:16])[F:15])=[N:4][CH:5]=[C:6]([CH:11]=2)[C:7]([O:9][CH3:10])=[O:8])[CH2:19][CH2:18]1. The yield is 0.810.